From a dataset of hERG potassium channel inhibition data for cardiac toxicity prediction from Karim et al.. Regression/Classification. Given a drug SMILES string, predict its toxicity properties. Task type varies by dataset: regression for continuous values (e.g., LD50, hERG inhibition percentage) or binary classification for toxic/non-toxic outcomes (e.g., AMES mutagenicity, cardiotoxicity, hepatotoxicity). Dataset: herg_karim. (1) The molecule is COc1ccc(C2CNC(=O)C2)cc1OC1CCCC1. The result is 0 (non-blocker). (2) The drug is Cc1[nH]c(C=C2C(=O)Nc3ccccc32)c(C)c1CCC(=O)O. The result is 0 (non-blocker). (3) The drug is O=C1c2cc3ccccc3n2CCN1CCCCN1CCN(c2cccc(Cl)c2Cl)CC1. The result is 1 (blocker).